Task: Predict the reactants needed to synthesize the given product.. Dataset: Full USPTO retrosynthesis dataset with 1.9M reactions from patents (1976-2016) The reactants are: [F:1][C:2]1[CH:15]=[CH:14][C:5]([O:6][C@@H:7]2[CH2:12][CH2:11][C@H:10]([NH2:13])[CH2:9][CH2:8]2)=[CH:4][CH:3]=1.[C:16]12([N:26]=[C:27]=[O:28])[CH2:25][CH:20]3[CH2:21][CH:22]([CH2:24][CH:18]([CH2:19]3)[CH2:17]1)[CH2:23]2.C(N(CC)CC)C.O. Given the product [F:1][C:2]1[CH:3]=[CH:4][C:5]([O:6][C@@H:7]2[CH2:8][CH2:9][C@H:10]([NH:13][C:27]([NH:26][C:16]34[CH2:25][CH:20]5[CH2:19][CH:18]([CH2:24][CH:22]([CH2:21]5)[CH2:23]3)[CH2:17]4)=[O:28])[CH2:11][CH2:12]2)=[CH:14][CH:15]=1, predict the reactants needed to synthesize it.